Predict which catalyst facilitates the given reaction. From a dataset of Catalyst prediction with 721,799 reactions and 888 catalyst types from USPTO. (1) Reactant: [C:1]1([CH3:15])[CH:6]=[C:5]([CH3:7])[CH:4]=[C:3]([CH3:8])[C:2]=1[O:9][CH2:10][C:11](OC)=[O:12].O.[NH2:17][NH2:18]. Product: [C:1]1([CH3:15])[CH:6]=[C:5]([CH3:7])[CH:4]=[C:3]([CH3:8])[C:2]=1[O:9][CH2:10][C:11]([NH:17][NH2:18])=[O:12]. The catalyst class is: 7. (2) Reactant: O[C:2]1([C:22]([F:25])([F:24])[F:23])[CH2:6][N:5]([C:7]2[CH:12]=[CH:11][C:10]([S:13]([CH3:16])(=[O:15])=[O:14])=[CH:9][CH:8]=2)[C:4]([C:17]2[S:18][CH:19]=[CH:20][CH:21]=2)=[N:3]1.O.C1(C)C=CC(S(O)(=O)=O)=CC=1. Product: [CH3:16][S:13]([C:10]1[CH:9]=[CH:8][C:7]([N:5]2[CH:6]=[C:2]([C:22]([F:25])([F:24])[F:23])[N:3]=[C:4]2[C:17]2[S:18][CH:19]=[CH:20][CH:21]=2)=[CH:12][CH:11]=1)(=[O:14])=[O:15]. The catalyst class is: 11. (3) Reactant: B.[Cl:2][C:3]1[CH:11]=[C:10]([C:12]([F:15])([F:14])[F:13])[CH:9]=[CH:8][C:4]=1[C:5](O)=[O:6].Cl. Product: [Cl:2][C:3]1[CH:11]=[C:10]([C:12]([F:13])([F:14])[F:15])[CH:9]=[CH:8][C:4]=1[CH2:5][OH:6]. The catalyst class is: 7. (4) Reactant: [CH2:1]([O:3][C:4](=[O:25])[CH2:5][C:6]1[C:10]2[CH:11]=[CH:12][C:13]([S:15][CH2:16][C:17]3[CH:22]=[CH:21][C:20]([Cl:23])=[CH:19][C:18]=3[Cl:24])=[CH:14][C:9]=2[S:8][CH:7]=1)[CH3:2].O.[O-:27]S([O-])(=S)=O.[Na+].[Na+]. Product: [CH2:1]([O:3][C:4](=[O:25])[CH2:5][C:6]1[C:10]2[CH:11]=[CH:12][C:13]([S:15]([CH2:16][C:17]3[CH:22]=[CH:21][C:20]([Cl:23])=[CH:19][C:18]=3[Cl:24])=[O:27])=[CH:14][C:9]=2[S:8][CH:7]=1)[CH3:2]. The catalyst class is: 23. (5) Reactant: [CH3:1][O:2][C:3]1[N:20]=[C:19]2[C:6](=[N:7][CH2:8][N:9]2[C@@H:10]2[O:18][C@H:15]([CH2:16][OH:17])[C@@H:13]([OH:14])[C@H:11]2[OH:12])[C:5](OC)([NH2:21])[N:4]=1. Product: [CH3:1][O:2][C:3]1[N:4]=[C:5]([NH2:21])[C:6]2[N:7]=[CH:8][N:9]([C:19]=2[N:20]=1)[C@@H:10]1[O:18][C@H:15]([CH2:16][OH:17])[C@@H:13]([OH:14])[C@H:11]1[OH:12]. The catalyst class is: 328. (6) Reactant: Cl[C:2]1[CH:7]=[C:6](/[CH:8]=[CH:9]/[C:10]2[CH:15]=[CH:14][C:13]([Cl:16])=[CH:12][CH:11]=2)[N:5]=[CH:4][N:3]=1.C1N2CCN(CC2)C1.C(=O)([O-])[O-:26].[K+].[K+].Cl. Product: [Cl:16][C:13]1[CH:14]=[CH:15][C:10](/[CH:9]=[CH:8]/[C:6]2[N:5]=[CH:4][NH:3][C:2](=[O:26])[CH:7]=2)=[CH:11][CH:12]=1. The catalyst class is: 38.